This data is from Reaction yield outcomes from USPTO patents with 853,638 reactions. The task is: Predict the reaction yield, written as a fraction of the theoretical maximum amount of product (1.0 means a 100% yield; for example, 0.34 means a 34% yield). (1) The reactants are [CH3:1][C:2]1[CH:7]=[CH:6][C:5]([O:8][C:9]2(S(C3C=CC=CC=3)(=O)=O)[CH2:11][CH2:10]2)=[CH:4][N:3]=1.P([O-])([O-])[O-].[Na+].[Na+].[Na+].C(=O)([O-])O.[Na+]. The catalyst is CO.[Na].[Hg]. The product is [CH:9]1([O:8][C:5]2[CH:6]=[CH:7][C:2]([CH3:1])=[N:3][CH:4]=2)[CH2:11][CH2:10]1. The yield is 0.860. (2) The reactants are Br[C:2]1[CH:3]=[N:4][CH:5]=[C:6]([F:13])[C:7]=1[C:8]([O:10][CH2:11][CH3:12])=[O:9].[CH2:14]([Zn]CC)[CH3:15]. The catalyst is O1CCOCC1.Cl[Pd]Cl. The product is [CH2:14]([C:2]1[CH:3]=[N:4][CH:5]=[C:6]([F:13])[C:7]=1[C:8]([O:10][CH2:11][CH3:12])=[O:9])[CH3:15]. The yield is 0.510. (3) The reactants are [CH3:1][C:2]1[CH:7]=[CH:6][C:5]([C:8]#[CH:9])=[CH:4][CH:3]=1.I[C:11]1[CH:16]=[CH:15][C:14]([C:17]#[C:18][Si:19]([CH3:22])([CH3:21])[CH3:20])=[CH:13][CH:12]=1. The catalyst is C1COCC1.C(N(CC)CC)C.[Cu]I.C1C=CC(P(C2C=CC=CC=2)C2C=CC=CC=2)=CC=1.C1C=CC(P(C2C=CC=CC=2)C2C=CC=CC=2)=CC=1.Cl[Pd]Cl. The product is [CH3:20][Si:19]([C:18]#[C:17][C:14]1[CH:15]=[CH:16][C:11]([C:9]#[C:8][C:5]2[CH:6]=[CH:7][C:2]([CH3:1])=[CH:3][CH:4]=2)=[CH:12][CH:13]=1)([CH3:22])[CH3:21]. The yield is 1.00. (4) The catalyst is CC#N. The product is [CH2:26]([C:25]1[N:20]=[C:19]([C@@H:8]([NH2:7])[CH2:9][C:10]2[CH:11]=[CH:12][C:13]([N+:16]([O-:18])=[O:17])=[CH:14][CH:15]=2)[S:21][CH:24]=1)[CH3:27]. The yield is 0.900. The reactants are C(OC(=O)[NH:7][C@H:8]([C:19](=[S:21])[NH2:20])[CH2:9][C:10]1[CH:15]=[CH:14][C:13]([N+:16]([O-:18])=[O:17])=[CH:12][CH:11]=1)(C)(C)C.Br[CH2:24][C:25](=O)[CH2:26][CH3:27].C(OCC)C. (5) The catalyst is COCCOC.C1C=CC([P]([Pd]([P](C2C=CC=CC=2)(C2C=CC=CC=2)C2C=CC=CC=2)([P](C2C=CC=CC=2)(C2C=CC=CC=2)C2C=CC=CC=2)[P](C2C=CC=CC=2)(C2C=CC=CC=2)C2C=CC=CC=2)(C2C=CC=CC=2)C2C=CC=CC=2)=CC=1. The yield is 0.580. The product is [NH2:1][C:2]1[C:7]2=[C:8]([C:42]3[CH:43]=[CH:44][C:45]4[C:40]([CH:41]=3)=[N:39][N:38]([CH2:31][C:32]3[CH:37]=[CH:36][CH:35]=[CH:34][CH:33]=3)[CH:46]=4)[CH:9]=[C:10]([C:11]3[CH:16]=[CH:15][C:14]([N:17]4[CH2:22][CH2:21][N:20]([C:23]([O:25][C:26]([CH3:29])([CH3:28])[CH3:27])=[O:24])[CH2:19][CH2:18]4)=[CH:13][CH:12]=3)[N:6]2[N:5]=[CH:4][N:3]=1. The reactants are [NH2:1][C:2]1[C:7]2=[C:8](Br)[CH:9]=[C:10]([C:11]3[CH:16]=[CH:15][C:14]([N:17]4[CH2:22][CH2:21][N:20]([C:23]([O:25][C:26]([CH3:29])([CH3:28])[CH3:27])=[O:24])[CH2:19][CH2:18]4)=[CH:13][CH:12]=3)[N:6]2[N:5]=[CH:4][N:3]=1.[CH2:31]([N:38]1[CH:46]=[C:45]2[C:40]([CH:41]=[C:42](B3OC(C)(C)C(C)(C)O3)[CH:43]=[CH:44]2)=[N:39]1)[C:32]1[CH:37]=[CH:36][CH:35]=[CH:34][CH:33]=1.C([O-])([O-])=O.[Na+].[Na+]. (6) The reactants are C([Li])CCC.C(NC(C)C)(C)C.[C:13]([O:16][C:17]([CH3:20])([CH3:19])[CH3:18])(=[O:15])[CH3:14].[CH3:21][C@H:22]([C@H:34]([CH3:38])[CH2:35][CH2:36][CH3:37])[CH:23]=[N:24][S:25]([C:27]1[CH:32]=[CH:31][C:30]([CH3:33])=[CH:29][CH:28]=1)=[O:26]. The catalyst is O1CCCC1.CC(C)[O-].CC(C)[O-].CC(C)[O-].Cl[Ti+3]. The product is [C:17]([O:16][C:13](=[O:15])[CH2:14][C@@H:23]([NH:24][S:25]([C:27]1[CH:32]=[CH:31][C:30]([CH3:33])=[CH:29][CH:28]=1)=[O:26])[C@H:22]([CH3:21])[C@H:34]([CH3:38])[CH2:35][CH2:36][CH3:37])([CH3:20])([CH3:19])[CH3:18]. The yield is 0.539. (7) The reactants are [F:1][CH:2]([F:33])[N:3]1[C:7]([C:8]2[CH:9]=[C:10]([C@@H:14]([NH:18][C:19](=[O:25])[O:20][C:21]([CH3:24])([CH3:23])[CH3:22])[CH2:15][CH:16]=[CH2:17])[CH:11]=[CH:12][CH:13]=2)=[C:6]([NH:26][C:27](=[O:32])[C@H:28](C)[CH:29]=C)[CH:5]=[N:4]1. The catalyst is C(Cl)Cl.Cl[Ru](=C1N(C2C(C)=CC(C)=CC=2C)CCN1C1C(C)=CC(C)=CC=1C)(Cl)(=CC1C=CC=CC=1)[P](C1CCCCC1)(C1CCCCC1)C1CCCCC1. The product is [F:1][CH:2]([F:33])[N:3]1[N:4]=[CH:5][C:6]2[NH:26][C:27](=[O:32])[C@H:28]([CH3:29])[CH:17]=[CH:16][CH2:15][C@H:14]([NH:18][C:19](=[O:25])[O:20][C:21]([CH3:23])([CH3:22])[CH3:24])[C:10]3[CH:9]=[C:8]([CH:13]=[CH:12][CH:11]=3)[C:7]1=2. The yield is 0.639. (8) The reactants are [Cl:1][C:2]1[CH:10]=[CH:9][C:8]([N:11]([CH3:20])[S:12]([C:15]2[S:16][CH:17]=[CH:18][CH:19]=2)(=[O:14])=[O:13])=[C:7]2[C:3]=1[CH:4]=[C:5]([C:21]([NH2:23])=O)[NH:6]2.COC1C=CC(P2(SP(C3C=CC(OC)=CC=3)(=S)S2)=[S:33])=CC=1. The catalyst is O1CCCC1. The product is [Cl:1][C:2]1[CH:10]=[CH:9][C:8]([N:11]([CH3:20])[S:12]([C:15]2[S:16][CH:17]=[CH:18][CH:19]=2)(=[O:14])=[O:13])=[C:7]2[C:3]=1[CH:4]=[C:5]([C:21](=[S:33])[NH2:23])[NH:6]2. The yield is 0.870.